From a dataset of Peptide-MHC class II binding affinity with 134,281 pairs from IEDB. Regression. Given a peptide amino acid sequence and an MHC pseudo amino acid sequence, predict their binding affinity value. This is MHC class II binding data. The MHC is HLA-DQA10102-DQB10501 with pseudo-sequence HLA-DQA10102-DQB10501. The binding affinity (normalized) is 0. The peptide sequence is GTSDEFPHSNGEIED.